This data is from Cav3 T-type calcium channel HTS with 100,875 compounds. The task is: Binary Classification. Given a drug SMILES string, predict its activity (active/inactive) in a high-throughput screening assay against a specified biological target. (1) The drug is s1n(C(=O)C2CC2)c(=O)nc1NC(=O)c1ccc(cc1)C. The result is 0 (inactive). (2) The drug is Clc1c(C2N3N2CCC3)ccc(Cl)c1. The result is 0 (inactive). (3) The molecule is s1cc(nc1N)c1c(n(CCc2ccccc2)c(c1)C)C. The result is 0 (inactive).